The task is: Predict the reaction yield, written as a fraction of the theoretical maximum amount of product (1.0 means a 100% yield; for example, 0.34 means a 34% yield).. This data is from Reaction yield outcomes from USPTO patents with 853,638 reactions. (1) The yield is 0.541. The product is [CH3:25][Si:24]([CH3:27])([CH3:26])[C:14]1[CH:19]=[CH:18][CH:17]=[CH:16][C:15]=1[Si:24]([CH3:27])([CH3:26])[CH3:25]. No catalyst specified. The reactants are [Mg].CN(C)P(N(C)C)(N(C)C)=O.Cl[C:14]1[CH:19]=[CH:18][CH:17]=[CH:16][C:15]=1Cl.II.Cl[Si:24]([CH3:27])([CH3:26])[CH3:25].C([O-])(O)=O.[Na+]. (2) The reactants are [Br:1][C:2]1[C:3]([OH:18])=[C:4]([C:7](=[O:17])[CH2:8][C:9]([N:11]2[CH2:16][CH2:15][O:14][CH2:13][CH2:12]2)=O)[S:5][CH:6]=1.FC(F)(F)S(OS(C(F)(F)F)(=O)=O)(=O)=O. The catalyst is ClCCl. The product is [Br:1][C:2]1[C:3]2[O:18][C:9]([N:11]3[CH2:12][CH2:13][O:14][CH2:15][CH2:16]3)=[CH:8][C:7](=[O:17])[C:4]=2[S:5][CH:6]=1. The yield is 0.820. (3) The reactants are [O:1]([C:8]1[N:13]=[CH:12][C:11]([CH:14]=O)=[CH:10][CH:9]=1)[C:2]1[CH:7]=[CH:6][CH:5]=[CH:4][CH:3]=1.[N+:16]([CH3:19])([O-:18])=[O:17].C([O-])(=O)C.[NH4+].[BH4-].[Na+]. The catalyst is C(O)(=O)C. The product is [N+:16]([CH2:19][CH2:14][C:11]1[CH:10]=[CH:9][C:8]([O:1][C:2]2[CH:7]=[CH:6][CH:5]=[CH:4][CH:3]=2)=[N:13][CH:12]=1)([O-:18])=[O:17]. The yield is 0.550. (4) The reactants are F[C:2]1[CH:7]=[CH:6][C:5]([C:8](=[O:14])[CH2:9][CH2:10][C:11]([OH:13])=[O:12])=[CH:4][CH:3]=1.[C:15]1([SH:21])[CH:20]=[CH:19][CH:18]=[CH:17][CH:16]=1.C(=O)([O-])[O-].[K+].[K+].CS(C)=O. The catalyst is O. The product is [O:14]=[C:8]([C:5]1[CH:6]=[CH:7][C:2]([S:21][C:15]2[CH:20]=[CH:19][CH:18]=[CH:17][CH:16]=2)=[CH:3][CH:4]=1)[CH2:9][CH2:10][C:11]([OH:13])=[O:12]. The yield is 0.755. (5) The reactants are [CH3:1][N:2]1[CH:6]=[C:5]([NH2:7])[CH:4]=[N:3]1.N1(/[C:13](/[NH:22][C:23](=[O:29])[O:24][C:25]([CH3:28])([CH3:27])[CH3:26])=[N:14]\[C:15](=[O:21])[O:16][C:17]([CH3:20])([CH3:19])[CH3:18])C=CC=N1. The catalyst is CC#N. The product is [CH3:1][N:2]1[CH:6]=[C:5]([NH:7]/[C:13](/[NH:22][C:23](=[O:29])[O:24][C:25]([CH3:28])([CH3:27])[CH3:26])=[N:14]\[C:15](=[O:21])[O:16][C:17]([CH3:20])([CH3:19])[CH3:18])[CH:4]=[N:3]1. The yield is 0.910. (6) The product is [Cl:1][C:2]1[C:20]([Cl:21])=[CH:19][C:5]2[N:6]([C:9]3[S:13][C:12]([C:14]([O:16][CH3:17])=[O:15])=[C:11]([O:18][CH2:27][C:24]4[CH:25]=[CH:26][S:22][CH:23]=4)[CH:10]=3)[CH:7]=[N:8][C:4]=2[CH:3]=1. No catalyst specified. The reactants are [Cl:1][C:2]1[C:20]([Cl:21])=[CH:19][C:5]2[N:6]([C:9]3[S:13][C:12]([C:14]([O:16][CH3:17])=[O:15])=[C:11]([OH:18])[CH:10]=3)[CH:7]=[N:8][C:4]=2[CH:3]=1.[S:22]1[CH:26]=[CH:25][C:24]([CH2:27]O)=[CH:23]1.N(C(OCC)=O)NC(OCC)=O. The yield is 0.650.